From a dataset of Forward reaction prediction with 1.9M reactions from USPTO patents (1976-2016). Predict the product of the given reaction. (1) Given the reactants [CH:1]1[C:11]2[CH:10]=[CH:9][C:8]3[CH:12]=[CH:13][CH:14]=[CH:15][C:7]=3[C:6](=[CH:16][CH:17]=O)[C:5]=2[CH:4]=[CH:3][CH:2]=1.[F:19][C:20]1[CH:25]=[CH:24][C:23]([C@H:26]([NH2:28])[CH3:27])=[CH:22][CH:21]=1.[BH-](OC(C)=O)(OC(C)=O)OC(C)=O.[Na+].[OH-].[Na+], predict the reaction product. The product is: [CH:1]1[C:11]2[CH:10]=[CH:9][C:8]3[CH:12]=[CH:13][CH:14]=[CH:15][C:7]=3[C:6](=[CH:16][CH2:17][NH:28][C@@H:26]([C:23]3[CH:24]=[CH:25][C:20]([F:19])=[CH:21][CH:22]=3)[CH3:27])[C:5]=2[CH:4]=[CH:3][CH:2]=1. (2) The product is: [C:1]([N:5]1[C:9]([C:10]2[CH:15]=[CH:14][CH:13]=[CH:12][CH:11]=2)=[CH:8][C:7]([CH2:16][CH2:17][CH2:18][N:25]2[CH2:24][CH2:23][N:22]([C:27]3[CH:28]=[C:29]([CH3:33])[CH:30]=[CH:31][CH:32]=3)[CH:21]([CH3:20])[CH2:26]2)=[N:6]1)([CH3:4])([CH3:3])[CH3:2]. Given the reactants [C:1]([N:5]1[C:9]([C:10]2[CH:15]=[CH:14][CH:13]=[CH:12][CH:11]=2)=[CH:8][C:7]([CH2:16][CH2:17][CH:18]=O)=[N:6]1)([CH3:4])([CH3:3])[CH3:2].[CH3:20][CH:21]1[CH2:26][NH:25][CH2:24][CH2:23][N:22]1[C:27]1[CH:28]=[C:29]([CH3:33])[CH:30]=[CH:31][CH:32]=1.CCN(C(C)C)C(C)C.[BH-](OC(C)=O)(OC(C)=O)OC(C)=O.[Na+], predict the reaction product.